This data is from Full USPTO retrosynthesis dataset with 1.9M reactions from patents (1976-2016). The task is: Predict the reactants needed to synthesize the given product. The reactants are: [Cl:1][C:2]1[CH:7]=[CH:6][C:5](B2OC(C)(C)C(C)(C)O2)=[CH:4][C:3]=1[F:17].Cl[C:19]1[CH:20]=[C:21]([CH2:25][N:26]2[CH:30]=[CH:29][N:28]=[C:27]2[CH3:31])[N:22]=[N:23][CH:24]=1. Given the product [ClH:1].[Cl:1][C:2]1[CH:7]=[CH:6][C:5]([C:19]2[CH:20]=[C:21]([CH2:25][N:26]3[CH:30]=[CH:29][N:28]=[C:27]3[CH3:31])[N:22]=[N:23][CH:24]=2)=[CH:4][C:3]=1[F:17], predict the reactants needed to synthesize it.